This data is from Forward reaction prediction with 1.9M reactions from USPTO patents (1976-2016). The task is: Predict the product of the given reaction. (1) Given the reactants [N:1]([CH:4]([CH2:10][CH2:11]I)[C:5](OCC)=[O:6])=[N+:2]=[N-:3].[C:13]([O:17][C:18](=[O:22])[C@H:19]([CH3:21])[NH2:20])([CH3:16])([CH3:15])[CH3:14], predict the reaction product. The product is: [N:1]([CH:4]1[CH2:10][CH2:11][N:20]([C@@H:19]([CH3:21])[C:18]([O:17][C:13]([CH3:16])([CH3:15])[CH3:14])=[O:22])[C:5]1=[O:6])=[N+:2]=[N-:3]. (2) The product is: [OH:1][C:2]1[C:3]([C:18]([NH:20][CH2:21][C:22]([OH:24])=[O:23])=[O:19])=[C:4]2[C:9](=[CH:10][CH:11]=1)[N:8]=[C:7]([C:12]1[CH:17]=[CH:16][CH:15]=[CH:14][CH:13]=1)[CH:6]=[N:5]2. Given the reactants [OH:1][C:2]1[C:3]([C:18]([NH:20][CH2:21][C:22]([O:24]CC)=[O:23])=[O:19])=[C:4]2[C:9](=[CH:10][CH:11]=1)[N:8]=[C:7]([C:12]1[CH:17]=[CH:16][CH:15]=[CH:14][CH:13]=1)[CH:6]=[N:5]2.[OH-].[Na+], predict the reaction product. (3) Given the reactants BrC1C=C(C2(CF)NC(=S)COC2)C=CC=1.C(OO)(C)(C)C.[NH4+].[OH-].[Br:25][C:26]1[CH:27]=[C:28]([C:32]2([CH2:39][F:40])[CH2:37][O:36][CH2:35][C:34]([NH2:38])=[N:33]2)[CH:29]=[CH:30][CH:31]=1.CCN(C(C)C)C(C)C.[CH3:50][C:51]([O:54][C:55](O[C:55]([O:54][C:51]([CH3:53])([CH3:52])[CH3:50])=[O:56])=[O:56])([CH3:53])[CH3:52], predict the reaction product. The product is: [C:51]([O:54][C:55](=[O:56])[NH:38][C:34]1[CH2:35][O:36][CH2:37][C:32]([C:28]2[CH:29]=[CH:30][CH:31]=[C:26]([Br:25])[CH:27]=2)([CH2:39][F:40])[N:33]=1)([CH3:53])([CH3:52])[CH3:50]. (4) Given the reactants [BH4-].[Na+].[CH2:3]([N:10]1[CH2:15][CH2:14][C:13](=[O:16])[CH:12]([C:17]#[N:18])[CH2:11]1)[C:4]1[CH:9]=[CH:8][CH:7]=[CH:6][CH:5]=1, predict the reaction product. The product is: [CH2:3]([N:10]1[CH2:15][CH2:14][CH:13]([OH:16])[CH:12]([C:17]#[N:18])[CH2:11]1)[C:4]1[CH:5]=[CH:6][CH:7]=[CH:8][CH:9]=1.